This data is from Orexin1 receptor HTS with 218,158 compounds and 233 confirmed actives. The task is: Binary Classification. Given a drug SMILES string, predict its activity (active/inactive) in a high-throughput screening assay against a specified biological target. (1) The compound is s1c2c(n(c(c2)C(OCC(=O)NCc2occc2)=O)C)cc1. The result is 0 (inactive). (2) The result is 0 (inactive). The drug is s1c(C(=O)NCC(=O)N(C(C(=O)NCC2OCCC2)c2cc(OC)c(OC)cc2)c2cc(ccc2)C(OC)=O)ccc1. (3) The compound is S(c1n(c2c(n1)cccc2)CCC#N)CC(=O)Nc1ccc(N2CCOCC2)cc1. The result is 0 (inactive). (4) The compound is S(=O)(=O)(c1c(=O)[nH]c(SC)nc1)c1ccccc1. The result is 0 (inactive).